This data is from NCI-60 drug combinations with 297,098 pairs across 59 cell lines. The task is: Regression. Given two drug SMILES strings and cell line genomic features, predict the synergy score measuring deviation from expected non-interaction effect. (1) Drug 2: CC1CCC2CC(C(=CC=CC=CC(CC(C(=O)C(C(C(=CC(C(=O)CC(OC(=O)C3CCCCN3C(=O)C(=O)C1(O2)O)C(C)CC4CCC(C(C4)OC)OCCO)C)C)O)OC)C)C)C)OC. Cell line: 786-0. Drug 1: CC1=C(C(CCC1)(C)C)C=CC(=CC=CC(=CC(=O)O)C)C. Synergy scores: CSS=-2.19, Synergy_ZIP=3.63, Synergy_Bliss=7.09, Synergy_Loewe=-0.216, Synergy_HSA=0.381. (2) Drug 1: C1CCC(C1)C(CC#N)N2C=C(C=N2)C3=C4C=CNC4=NC=N3. Drug 2: CC1C(C(CC(O1)OC2CC(CC3=C2C(=C4C(=C3O)C(=O)C5=C(C4=O)C(=CC=C5)OC)O)(C(=O)C)O)N)O.Cl. Cell line: MALME-3M. Synergy scores: CSS=27.1, Synergy_ZIP=-5.48, Synergy_Bliss=1.87, Synergy_Loewe=-16.2, Synergy_HSA=-0.720.